From a dataset of Full USPTO retrosynthesis dataset with 1.9M reactions from patents (1976-2016). Predict the reactants needed to synthesize the given product. (1) The reactants are: [CH3:1][NH2:2].[C:3]([O:7][C:8](=[O:14])[NH:9][CH2:10][CH2:11][CH2:12]Br)([CH3:6])([CH3:5])[CH3:4]. Given the product [C:3]([O:7][C:8](=[O:14])[NH:9][CH2:10][CH2:11][CH2:12][NH:2][CH3:1])([CH3:6])([CH3:5])[CH3:4], predict the reactants needed to synthesize it. (2) The reactants are: [N:1]([CH2:4][C:5]1[N:6]=[CH:7][C:8]([C:11]([NH:13][CH2:14][C:15]2[S:19][C:18]([CH3:20])=[N:17][CH:16]=2)=[O:12])=[N:9][CH:10]=1)=[N+]=[N-]. Given the product [NH2:1][CH2:4][C:5]1[N:6]=[CH:7][C:8]([C:11]([NH:13][CH2:14][C:15]2[S:19][C:18]([CH3:20])=[N:17][CH:16]=2)=[O:12])=[N:9][CH:10]=1, predict the reactants needed to synthesize it.